From a dataset of Experimentally validated miRNA-target interactions with 360,000+ pairs, plus equal number of negative samples. Binary Classification. Given a miRNA mature sequence and a target amino acid sequence, predict their likelihood of interaction. (1) The miRNA is hsa-miR-4478 with sequence GAGGCUGAGCUGAGGAG. The protein sequence of the target gene is MRQKHYLEAAARGLHDSCPGQARYLLWAYTSSHDDKSTFEETCPYCFQLLVLDNSRVRLKPKARLTPKIQKLLNREARNYTLSFKEAKMVKKFKDSKSVLLITCKTCNRTVKHHGKSRSFVSTLKSNPATPTSKLSLKTPERRTANPNHDMSGSKGKSPASVFRTPTSGQSVSTCSSKNTSKTKKHFSQLKMLLSQNESQKIPKVDFRNFLSSLKGGLLK. Result: 0 (no interaction). (2) The miRNA is hsa-miR-21-3p with sequence CAACACCAGUCGAUGGGCUGU. The protein sequence of the target gene is MTSVAKVYYSQTTQTESRPLVAPGIRRRRVLTKDGRSNVRMEHIADKRFLYLKDLWTTFIDMQWRYKLLLFSATFAGTWFLFGVVWYLVAVAHGDLLELGPPANHTPCVVQVHTLTGAFLFSLESQTTIGYGFRYISEECPLAIVLLIAQLVLTTILEIFITGTFLAKIARPKKRAETIRFSQHAVVASHNGKPCLMIRVANMRKSLLIGCQVTGKLLQTHQTKEGENIRLNQVNVTFQVDTASDSPFLILPLTFYHVVDETSPLKDLPLRSGEGDFELVLILSGTVESTSATCQVRTSY.... Result: 0 (no interaction). (3) The miRNA is mmu-miR-7213-3p with sequence UACCUCAAGAGAGCCAGUCU. The protein sequence of the target gene is MAEDKPDAKSPKTGARPQGGADAGEPTTLLQRLRGTISKAVQNKVEGILQEVQKFSDNDKLYLYLQLPSGPSVGEKSSEPSLLSNEEYMYAYRWIRNHLEEHMDTCLPKQSVYDAYRKYCESLACCRPLSTANFGKIIREIFPDIKARRLGGRGQSKYCYSGIRRKTLVSMPPLPGLDLKGSESPEMGPEVSPAPRDELVEAACALTCDWAERILKRSFSSIVQVARYLLQQHLISARSAHAHVLKAGGLAEEDERAPRERSLCKSKNVVESLEGGGPKKPERPAQPPKEQEARAGTDLP.... Result: 0 (no interaction). (4) The miRNA is mmu-miR-342-5p with sequence AGGGGUGCUAUCUGUGAUUGAG. The protein sequence of the target gene is MVHAFLIHTLRAPNTEDTGLCRVLYSCVFGAEKSPDDPRPHGAERDRLLRKEQILAVARQVESMCRLQQQASGRPPMDLQPQSSDEQVPLHEAPRGAFRLAAENPFQEPRTVVWLGVLSLGFALVLDAHENLLLAEGTLRLLTRLLLDHLRLLAPSTSLLLRADRIEGILTRFLPHGQLLFLNDQFVQGLEKEFSAAWPR. Result: 0 (no interaction). (5) The miRNA is hsa-miR-551b-3p with sequence GCGACCCAUACUUGGUUUCAG. The protein sequence of the target gene is MGPLSAPPCTEHIKWKGLLVTASLLNFWNLPTTAQVTIEAQPPKVSEGKDVLLLVHNLPQNLTGYIWYKGQIRDLYHYITSYVVDGQIIIYGPAYSGRETAYSNASLLIQNVTREDAGSYTLHIIKRGDGTRGVTGYFTFTLYLETPKPSISSSNLNPREAMETVILTCDPETPDTSYQWWMNGQSLPMTHRFQLSETNRTLFLFGVTKYTAGPYECEIRNSGSASRSDPVTLNLLHGPDLPRIHPSYTNYRSGDNLYLSCFANSNPPAQYSWTINGKFQQSGQNLFIPQITTKHSGLYV.... Result: 0 (no interaction). (6) The miRNA is hsa-miR-451b with sequence UAGCAAGAGAACCAUUACCAUU. The protein sequence of the target gene is MTAPSCAFPVQFRQPSVSGLSQITKSLYISNGVAANNKLMLSSNQITMVINVSVEVVNTLYEDIQYMQVPVADSPNSRLCDFFDPIADHIHSVEMKQGRTLLHCAAGVSRSAALCLAYLMKYHAMSLLDAHTWTKSCRPIIRPNSGFWEQLIHYEFQLFGKNTVHMVSSPVGMIPDIYEKEVRLMIPL. Result: 0 (no interaction). (7) The miRNA is hsa-miR-6871-5p with sequence CAUGGGAGUUCGGGGUGGUUGC. The protein sequence of the target gene is MSTIAAFYGGKSILITGATGFLGKVLMEKLFRTSPDLKVIYILVRPKAGQTLQQRVFQILDSKLFEKVKEVCPNVHEKIRAIYADLNQNDFAISKEDMQELLSCTNIIFHCAATVRFDDTLRHAVQLNVTATRQLLLMASQMPKLEAFIHISTAYSNCNLKHIDEVIYPCPVEPKKIIDSLEWLDDAIIDEITPKLIRDWPNIYTYTKALGEMVVQQESRNLNIAIIRPSIVGATWQEPFPGWVDNINGPNGIIIATGKGFLRAIKATPMAVADVIPVDTVVNLMLAVGWYTAVHRPKST.... Result: 0 (no interaction). (8) Result: 0 (no interaction). The miRNA is hsa-miR-575 with sequence GAGCCAGUUGGACAGGAGC. The protein sequence of the target gene is MKCLITGGNVKVLGKAVHSLSRIGDELYLEPLKDGLSLRTVNSSRSAYACFLFAPLFFQQYQAASPGQDLLRCKILMKAFLSVFRSLAIVEKSVEKCCISLSGSHSHLVVQLHCKYGVKKTHNLSFQDCESLQAVFDPASCPHLLRTPARVLAEAVLSFPLALTEVTLGIGRGRRVILRSYQEEEADSTSKAMVTETSIGDEDFQQLHAPEGIAVTFCLKEFRGLLSFAESANLPLTIHFDVPGRPVIFTIEDSLLDAHFVLATLLEQDSCSQGPCSPKPHQPVPQKQAHSTPHLDDFTS.... (9) The miRNA is hsa-miR-7111-5p with sequence UGGGGGAGGAAGGACAGGCCAU. The protein sequence of the target gene is MATPARAPESPPSADPALVAGPAEEAECPPPRQPQPAQNVLAAPRLRAPSSRGLGAAEFGGAAGNVEAPGETFAQRVSWGPAESPPGSFSSSSLGAPLPSRTLFPSLEGDFDSVTFASVLRASGRRACCGRAVPLPGQKIHLQIARQR. Result: 0 (no interaction). (10) The miRNA is hsa-miR-1304-3p with sequence UCUCACUGUAGCCUCGAACCCC. The protein sequence of the target gene is MDLHMMNCELLATCSALGYLEGDTYHKEPDCLESVKDLIRYLRHEDETRDVRQQLGAAQILQSDLLPILTQHHQDKPLFDAVIRLMVNLTQPALLCFGNLPKEPSFRHHFLQVLTYLQAYKEAFASEKAFGVLSETLYELLQLGWEERQEEDNLLIERILLLVRNILHVPADLDQEKKIDDDASAHDQLLWAIHLSGLDDLLLFLASSSAEEQWSLHVLEIVSLMFRDQNPEQLAGVGQGRLAQERSADFAELEVLRQREMAEKKTRALQRGNRHSRFGGSYIVQGLKSIGERDLIFHKG.... Result: 1 (interaction).